From a dataset of Catalyst prediction with 721,799 reactions and 888 catalyst types from USPTO. Predict which catalyst facilitates the given reaction. (1) Reactant: [C:1]([N:7]([O:19][CH2:20][C:21]1[CH:26]=[CH:25][CH:24]=[CH:23][CH:22]=1)[C:8]1[N:18]=[CH:17][CH:16]=[CH:15][C:9]=1[C:10](OCC)=[O:11])(=[O:6])[CH2:2][C:3]([CH3:5])=[O:4].CC(C)([O-])C.[K+].Cl. Product: [C:3]([C:2]1[C:1](=[O:6])[N:7]([O:19][CH2:20][C:21]2[CH:22]=[CH:23][CH:24]=[CH:25][CH:26]=2)[C:8]2[C:9]([C:10]=1[OH:11])=[CH:15][CH:16]=[CH:17][N:18]=2)(=[O:4])[CH3:5]. The catalyst class is: 14. (2) Reactant: [NH2:1][C:2]1[N:7]=[C:6]([C:8]2[CH:13]=[CH:12][C:11]([Si](C)(C)C)=[C:10]([F:18])[C:9]=2[F:19])[N:5]=[C:4]([C:20]([O:22][CH3:23])=[O:21])[C:3]=1[O:24][CH3:25].[Br:26]Br.S(=O)(O)[O-].[Na+]. Product: [NH2:1][C:2]1[N:7]=[C:6]([C:8]2[CH:13]=[CH:12][C:11]([Br:26])=[C:10]([F:18])[C:9]=2[F:19])[N:5]=[C:4]([C:20]([O:22][CH3:23])=[O:21])[C:3]=1[O:24][CH3:25]. The catalyst class is: 756. (3) Reactant: Br[C:2]1[C:3](C)=[C:4]([CH:8]=[CH:9][CH:10]=1)[C:5]([NH2:7])=[O:6].[O:12]1[CH2:16][CH2:15][O:14][CH:13]1[C:17]1[CH:22]=[CH:21][C:20](B(O)O)=[CH:19][C:18]=1[C:26]([F:29])([F:28])[F:27]. Product: [O:12]1[CH2:16][CH2:15][O:14][CH:13]1[C:17]1[CH:22]=[CH:21][C:20]([C:2]2[CH:10]=[CH:9][CH:8]=[C:4]([C:5]([NH2:7])=[O:6])[CH:3]=2)=[CH:19][C:18]=1[C:26]([F:27])([F:28])[F:29]. The catalyst class is: 780. (4) Reactant: C(OCC1C(C2C=C(NC3C=CC(OCCN(C)C)=CN=3)C(=O)N(C)C=2)=CC(F)=CC=1[N:34]1[CH2:45][CH2:44][C:43]2[C:42]3[CH2:41][C:40]([CH3:47])([CH3:46])[CH2:39][C:38]=3[S:37][C:36]=2[C:35]1=[O:48])(=O)C.O[Li].O. Product: [CH3:46][C:40]1([CH3:47])[CH2:39][C:38]2[S:37][C:36]3[C:35](=[O:48])[NH:34][CH2:45][CH2:44][C:43]=3[C:42]=2[CH2:41]1. The catalyst class is: 252. (5) Reactant: CCN(CC)CC.Cl.Cl.[NH:10]1[CH:14]=[C:13]([CH2:15][CH2:16][NH2:17])[CH:12]=[N:11]1.[CH3:18][C:19]1[CH:20]=[CH:21][C:22]([N:28]2[N:32]=[CH:31][CH:30]=[N:29]2)=[C:23]([CH:27]=1)[C:24](O)=[O:25].C1C=CC2N(O)N=NC=2C=1.O.CCN=C=NCCCN(C)C.Cl.C([O-])(O)=O.[Na+]. Product: [CH3:18][C:19]1[CH:20]=[CH:21][C:22]([N:28]2[N:32]=[CH:31][CH:30]=[N:29]2)=[C:23]([CH:27]=1)[C:24]([NH:17][CH2:16][CH2:15][C:13]1[CH:14]=[N:10][NH:11][CH:12]=1)=[O:25]. The catalyst class is: 3. (6) Reactant: [Br:1]Br.[Cl:3][CH2:4][CH2:5][CH2:6][O:7][C:8]1[CH:13]=[CH:12][C:11]([C:14](=[O:17])[CH2:15][CH3:16])=[CH:10][CH:9]=1. Product: [Br:1][CH:15]([CH3:16])[C:14]([C:11]1[CH:12]=[CH:13][C:8]([O:7][CH2:6][CH2:5][CH2:4][Cl:3])=[CH:9][CH:10]=1)=[O:17]. The catalyst class is: 38. (7) Reactant: CO[C:3](=[O:15])[C:4]1[CH:9]=[CH:8][CH:7]=[C:6]([N+:10]([O-:12])=[O:11])[C:5]=1[CH2:13]Br.Cl.[NH2:17][CH:18]1[CH2:23][CH2:22][C:21](=[O:24])[NH:20][C:19]1=[O:25].C(O)C.C(N(CC)CC)C. Product: [N+:10]([C:6]1[CH:7]=[CH:8][CH:9]=[C:4]2[C:5]=1[CH2:13][N:17]([CH:18]1[CH2:23][CH2:22][C:21](=[O:24])[NH:20][C:19]1=[O:25])[C:3]2=[O:15])([O-:12])=[O:11]. The catalyst class is: 229.